From a dataset of NCI-60 drug combinations with 297,098 pairs across 59 cell lines. Regression. Given two drug SMILES strings and cell line genomic features, predict the synergy score measuring deviation from expected non-interaction effect. Drug 1: CC(CN1CC(=O)NC(=O)C1)N2CC(=O)NC(=O)C2. Drug 2: CCC(=C(C1=CC=CC=C1)C2=CC=C(C=C2)OCCN(C)C)C3=CC=CC=C3.C(C(=O)O)C(CC(=O)O)(C(=O)O)O. Cell line: M14. Synergy scores: CSS=6.17, Synergy_ZIP=-0.847, Synergy_Bliss=2.82, Synergy_Loewe=1.51, Synergy_HSA=1.34.